From a dataset of Catalyst prediction with 721,799 reactions and 888 catalyst types from USPTO. Predict which catalyst facilitates the given reaction. Reactant: [C:1]([O:5][C:6](=[O:26])[NH:7][C:8]1[S:9][C:10]2[CH:16]=[C:15]([CH2:17]O)[CH:14]=[C:13]([C:19]3[CH:24]=[CH:23][CH:22]=[C:21]([Cl:25])[CH:20]=3)[C:11]=2[N:12]=1)([CH3:4])([CH3:3])[CH3:2].C1C=CC(P(C2C=CC=CC=2)C2C=CC=CC=2)=CC=1.C1C(=O)N([Br:53])C(=O)C1. Product: [C:1]([O:5][C:6](=[O:26])[NH:7][C:8]1[S:9][C:10]2[CH:16]=[C:15]([CH2:17][Br:53])[CH:14]=[C:13]([C:19]3[CH:24]=[CH:23][CH:22]=[C:21]([Cl:25])[CH:20]=3)[C:11]=2[N:12]=1)([CH3:4])([CH3:3])[CH3:2]. The catalyst class is: 2.